Dataset: Full USPTO retrosynthesis dataset with 1.9M reactions from patents (1976-2016). Task: Predict the reactants needed to synthesize the given product. (1) Given the product [CH2:20]([C:22]1[N:23]=[C:24]([CH:30]2[CH2:31][CH2:32][N:33]([C:2]3[N:7]=[CH:6][N:5]=[C:4]4[NH:8][C:9](=[O:17])[N:10]([CH2:12][C:13]([F:16])([F:15])[F:14])[CH2:11][C:3]=34)[CH2:34][CH2:35]2)[N:25]([CH2:27][CH2:28][OH:29])[CH:26]=1)[CH3:21], predict the reactants needed to synthesize it. The reactants are: Cl[C:2]1[N:7]=[CH:6][N:5]=[C:4]2[NH:8][C:9](=[O:17])[N:10]([CH2:12][C:13]([F:16])([F:15])[F:14])[CH2:11][C:3]=12.Cl.Cl.[CH2:20]([C:22]1[N:23]=[C:24]([CH:30]2[CH2:35][CH2:34][NH:33][CH2:32][CH2:31]2)[N:25]([CH2:27][CH2:28][OH:29])[CH:26]=1)[CH3:21].C(N(C(C)C)CC)(C)C. (2) The reactants are: [F:1][C:2]([F:12])([F:11])[C:3]1([CH2:6][CH2:7][C:8]([NH2:10])=[O:9])[CH2:5][CH2:4]1.C(Cl)(=O)[C:14](Cl)=[O:15].[CH3:19][N:20]1[CH:24]=[C:23]([C:25]2[CH:30]=[C:29]([O:31][C:32]3[CH:33]=[CH:34][C:35]([NH2:38])=[N:36][CH:37]=3)[CH:28]=[CH:27][N:26]=2)[CH:22]=[N:21]1.N1C=CC=CC=1. Given the product [CH3:19][N:20]1[CH:24]=[C:23]([C:25]2[CH:30]=[C:29]([O:31][C:32]3[CH:33]=[CH:34][C:35]([NH:38][C:14]([NH:10][C:8](=[O:9])[CH2:7][CH2:6][C:3]4([C:2]([F:11])([F:12])[F:1])[CH2:5][CH2:4]4)=[O:15])=[N:36][CH:37]=3)[CH:28]=[CH:27][N:26]=2)[CH:22]=[N:21]1, predict the reactants needed to synthesize it. (3) Given the product [O:17]1[CH2:16][CH:15]1[CH2:13][O:12][C:9]1[CH:10]=[CH:11][C:6]([N:1]2[CH:5]=[CH:4][N:3]=[CH:2]2)=[CH:7][CH:8]=1, predict the reactants needed to synthesize it. The reactants are: [N:1]1([C:6]2[CH:11]=[CH:10][C:9]([OH:12])=[CH:8][CH:7]=2)[CH:5]=[CH:4][N:3]=[CH:2]1.[CH2:13]([CH:15]1[O:17][CH2:16]1)Cl. (4) Given the product [C:30]([O:29][C:28]([N:27]([CH2:26][C:18]1[CH:17]=[C:16]([O:15][CH2:14][CH2:13][NH:12][C:8](=[O:9])[O:10][CH3:11])[C:25]2[C:20]([CH:19]=1)=[CH:21][CH:22]=[CH:23][CH:24]=2)[CH:35]1[CH2:36][CH2:37]1)=[O:34])([CH3:31])([CH3:32])[CH3:33], predict the reactants needed to synthesize it. The reactants are: N1C=CC=CC=1.Cl[C:8]([O:10][CH3:11])=[O:9].[NH2:12][CH2:13][CH2:14][O:15][C:16]1[C:25]2[C:20](=[CH:21][CH:22]=[CH:23][CH:24]=2)[CH:19]=[C:18]([CH2:26][N:27]([CH:35]2[CH2:37][CH2:36]2)[C:28](=[O:34])[O:29][C:30]([CH3:33])([CH3:32])[CH3:31])[CH:17]=1.O.